From a dataset of Catalyst prediction with 721,799 reactions and 888 catalyst types from USPTO. Predict which catalyst facilitates the given reaction. (1) Reactant: [Cr](Cl)([O-])(=O)=O.[NH+]1C=CC=CC=1.[CH3:12][O:13][C:14]1[C:19]([O:20][CH3:21])=[C:18]([CH:22]([OH:25])[CH2:23][CH3:24])[CH:17]=[CH:16][N:15]=1. Product: [CH3:12][O:13][C:14]1[C:19]([O:20][CH3:21])=[C:18]([C:22](=[O:25])[CH2:23][CH3:24])[CH:17]=[CH:16][N:15]=1. The catalyst class is: 4. (2) Reactant: N.C([O:5][C@H:6]1[C@@H:10]([O:11]C(=O)C)[C@H:9]([N:15]2[CH:20]=[CH:19][N:18]=[C:17]([C:21]([NH2:23])=[NH:22])[C:16]2=[O:24])[O:8][C@@H:7]1[CH2:25][O:26]C(=O)C)(=O)C.[ClH:30]. Product: [ClH:30].[OH:11][C@@H:10]1[C@H:6]([OH:5])[C@@H:7]([CH2:25][OH:26])[O:8][C@H:9]1[N:15]1[CH:20]=[CH:19][N:18]=[C:17]([C:21](=[NH:22])[NH2:23])[C:16]1=[O:24]. The catalyst class is: 15.